This data is from Reaction yield outcomes from USPTO patents with 853,638 reactions. The task is: Predict the reaction yield, written as a fraction of the theoretical maximum amount of product (1.0 means a 100% yield; for example, 0.34 means a 34% yield). (1) The reactants are [CH2:1]([O:8][N:9]1[C:15](=[O:16])[N:14]2[CH2:17][C@H:10]1[CH2:11][CH2:12][C@H:13]2[C:18]([OH:20])=O)[C:2]1[CH:7]=[CH:6][CH:5]=[CH:4][CH:3]=1.[NH2:21][O:22][CH2:23][C@@H:24]1[CH2:28][CH2:27][CH2:26][N:25]1[C:29]([O:31][C:32]([CH3:35])([CH3:34])[CH3:33])=[O:30].ON1C2C=CC=CC=2N=N1.Cl.C(N=C=NCCCN(C)C)C. The catalyst is C(Cl)Cl. The product is [CH2:1]([O:8][N:9]1[C:15](=[O:16])[N:14]2[CH2:17][C@H:10]1[CH2:11][CH2:12][C@H:13]2[C:18]([NH:21][O:22][CH2:23][C@@H:24]1[CH2:28][CH2:27][CH2:26][N:25]1[C:29]([O:31][C:32]([CH3:35])([CH3:34])[CH3:33])=[O:30])=[O:20])[C:2]1[CH:3]=[CH:4][CH:5]=[CH:6][CH:7]=1. The yield is 0.880. (2) The reactants are [F:1][C:2]1[C:3]([N:9]=[CH:10][N:11]([CH3:13])[CH3:12])=[N:4][C:5]([OH:8])=[N:6][CH:7]=1.[C:14](Cl)(=[O:21])[C:15]1[CH:20]=[CH:19][CH:18]=[CH:17][CH:16]=1. The catalyst is N1C=CC=CC=1. The product is [CH3:12][N:11]([CH:10]=[N:9][C:3]1[C:2]([F:1])=[CH:7][N:6]=[C:5]([O:8][C:14](=[O:21])[C:15]2[CH:20]=[CH:19][CH:18]=[CH:17][CH:16]=2)[N:4]=1)[CH3:13]. The yield is 0.940. (3) The catalyst is CN(C=O)C. The product is [NH2:2][C:1]1[N:20]([C:13]2[C:14]3[C:19](=[CH:18][CH:17]=[CH:16][CH:15]=3)[C:10]([CH:7]3[CH2:9][CH2:8]3)=[CH:11][CH:12]=2)[C:21]([SH:22])=[N:5][N:4]=1. The reactants are [C:1]([NH:4][NH2:5])(N)=[NH:2].Cl.[CH:7]1([C:10]2[C:19]3[C:14](=[CH:15][CH:16]=[CH:17][CH:18]=3)[C:13]([N:20]=[C:21]=[S:22])=[CH:12][CH:11]=2)[CH2:9][CH2:8]1.C(N(C(C)C)CC)(C)C. The yield is 0.490. (4) The reactants are [I:1]Cl.[Br:3][C:4]1[N:12]=[CH:11][C:10]2[NH:9][C:8]3[N:13]=[CH:14][CH:15]=[CH:16][C:7]=3[C:6]=2[CH:5]=1.C([O-])(=O)C.[Na+].S(S([O-])=O)([O-])(=O)=O.[Na+].[Na+]. The catalyst is C(O)(=O)C. The product is [Br:3][C:4]1[N:12]=[CH:11][C:10]2[NH:9][C:8]3[N:13]=[CH:14][C:15]([I:1])=[CH:16][C:7]=3[C:6]=2[CH:5]=1. The yield is 0.830. (5) The catalyst is CC#N.FC(F)(F)S([O-])(=O)=O.[Ag+]. The reactants are [NH2:1][C@@:2]1([CH2:9][C:10]#[C:11][C:12]2[N:17]=[C:16]([C:18]3[CH:23]=[CH:22][C:21]([C:24]([F:27])([F:26])[F:25])=[CH:20][CH:19]=3)[CH:15]=[CH:14][N:13]=2)[CH2:6][CH2:5][N:4]([CH3:7])[C:3]1=[O:8]. The yield is 1.00. The product is [CH3:7][N:4]1[CH2:5][CH2:6][C@:2]2([N:1]=[C:11]([C:12]3[N:17]=[C:16]([C:18]4[CH:23]=[CH:22][C:21]([C:24]([F:27])([F:26])[F:25])=[CH:20][CH:19]=4)[CH:15]=[CH:14][N:13]=3)[CH2:10][CH2:9]2)[C:3]1=[O:8].